From a dataset of Peptide-MHC class II binding affinity with 134,281 pairs from IEDB. Regression. Given a peptide amino acid sequence and an MHC pseudo amino acid sequence, predict their binding affinity value. This is MHC class II binding data. (1) The peptide sequence is AAATAGTTVYGAAAA. The MHC is HLA-DQA10102-DQB10602 with pseudo-sequence HLA-DQA10102-DQB10602. The binding affinity (normalized) is 0.776. (2) The peptide sequence is MKSSWGAIWRIDPKK. The MHC is DRB1_0901 with pseudo-sequence DRB1_0901. The binding affinity (normalized) is 0.392.